From a dataset of Full USPTO retrosynthesis dataset with 1.9M reactions from patents (1976-2016). Predict the reactants needed to synthesize the given product. Given the product [F:1][C:2]1[CH:3]=[C:4]([CH2:26][N+:27]2([O-:42])[CH2:28][CH:29]([C:31]([OH:33])=[O:32])[CH2:30]2)[CH:5]=[CH:6][C:7]=1[C:8]1[S:9][C:10]2[C:15]([N:16]=1)=[CH:14][CH:13]=[C:12]([C:17]1([C:20]3[CH:25]=[CH:24][CH:23]=[CH:22][CH:21]=3)[CH2:19][CH2:18]1)[N:11]=2, predict the reactants needed to synthesize it. The reactants are: [F:1][C:2]1[CH:3]=[C:4]([CH2:26][N:27]2[CH2:30][CH:29]([C:31]([OH:33])=[O:32])[CH2:28]2)[CH:5]=[CH:6][C:7]=1[C:8]1[S:9][C:10]2[C:15]([N:16]=1)=[CH:14][CH:13]=[C:12]([C:17]1([C:20]3[CH:25]=[CH:24][CH:23]=[CH:22][CH:21]=3)[CH2:19][CH2:18]1)[N:11]=2.C1C=C(Cl)C=C(C(OO)=[O:42])C=1.